Dataset: NCI-60 drug combinations with 297,098 pairs across 59 cell lines. Task: Regression. Given two drug SMILES strings and cell line genomic features, predict the synergy score measuring deviation from expected non-interaction effect. (1) Drug 1: CC12CCC3C(C1CCC2=O)CC(=C)C4=CC(=O)C=CC34C. Drug 2: CCC1(CC2CC(C3=C(CCN(C2)C1)C4=CC=CC=C4N3)(C5=C(C=C6C(=C5)C78CCN9C7C(C=CC9)(C(C(C8N6C)(C(=O)OC)O)OC(=O)C)CC)OC)C(=O)OC)O.OS(=O)(=O)O. Cell line: LOX IMVI. Synergy scores: CSS=29.6, Synergy_ZIP=-1.59, Synergy_Bliss=-2.40, Synergy_Loewe=-12.3, Synergy_HSA=0.133. (2) Drug 1: CC12CCC3C(C1CCC2=O)CC(=C)C4=CC(=O)C=CC34C. Drug 2: C(CN)CNCCSP(=O)(O)O. Cell line: M14. Synergy scores: CSS=-0.313, Synergy_ZIP=-9.46, Synergy_Bliss=-20.2, Synergy_Loewe=-37.0, Synergy_HSA=-22.8. (3) Drug 1: C1CCC(C(C1)N)N.C(=O)(C(=O)[O-])[O-].[Pt+4]. Drug 2: CC1C(C(CC(O1)OC2CC(CC3=C2C(=C4C(=C3O)C(=O)C5=C(C4=O)C(=CC=C5)OC)O)(C(=O)CO)O)N)O.Cl. Cell line: NCIH23. Synergy scores: CSS=50.9, Synergy_ZIP=-3.19, Synergy_Bliss=-1.99, Synergy_Loewe=-0.101, Synergy_HSA=1.48. (4) Drug 1: CCC(=C(C1=CC=CC=C1)C2=CC=C(C=C2)OCCN(C)C)C3=CC=CC=C3.C(C(=O)O)C(CC(=O)O)(C(=O)O)O. Drug 2: COC1=C2C(=CC3=C1OC=C3)C=CC(=O)O2. Synergy scores: CSS=11.8, Synergy_ZIP=12.1, Synergy_Bliss=28.2, Synergy_Loewe=11.6, Synergy_HSA=12.6. Cell line: OVCAR3. (5) Drug 1: CC12CCC3C(C1CCC2=O)CC(=C)C4=CC(=O)C=CC34C. Drug 2: CC1C(C(CC(O1)OC2CC(CC3=C2C(=C4C(=C3O)C(=O)C5=C(C4=O)C(=CC=C5)OC)O)(C(=O)CO)O)N)O.Cl. Cell line: T-47D. Synergy scores: CSS=38.2, Synergy_ZIP=-0.508, Synergy_Bliss=-1.92, Synergy_Loewe=-7.08, Synergy_HSA=-1.40. (6) Drug 1: C1=NC2=C(N1)C(=S)N=C(N2)N. Drug 2: CCCCC(=O)OCC(=O)C1(CC(C2=C(C1)C(=C3C(=C2O)C(=O)C4=C(C3=O)C=CC=C4OC)O)OC5CC(C(C(O5)C)O)NC(=O)C(F)(F)F)O. Cell line: CAKI-1. Synergy scores: CSS=46.5, Synergy_ZIP=-3.77, Synergy_Bliss=-3.24, Synergy_Loewe=0.383, Synergy_HSA=0.211. (7) Drug 2: C(CC(=O)O)C(=O)CN.Cl. Synergy scores: CSS=8.50, Synergy_ZIP=-1.92, Synergy_Bliss=4.88, Synergy_Loewe=-5.08, Synergy_HSA=1.77. Cell line: HOP-92. Drug 1: C1=CC=C(C=C1)NC(=O)CCCCCCC(=O)NO.